Dataset: NCI-60 drug combinations with 297,098 pairs across 59 cell lines. Task: Regression. Given two drug SMILES strings and cell line genomic features, predict the synergy score measuring deviation from expected non-interaction effect. (1) Drug 2: CC1C(C(CC(O1)OC2CC(CC3=C2C(=C4C(=C3O)C(=O)C5=CC=CC=C5C4=O)O)(C(=O)C)O)N)O. Synergy scores: CSS=52.5, Synergy_ZIP=-14.3, Synergy_Bliss=-11.0, Synergy_Loewe=-6.41, Synergy_HSA=-5.47. Drug 1: C1=CC=C(C(=C1)C(C2=CC=C(C=C2)Cl)C(Cl)Cl)Cl. Cell line: MDA-MB-231. (2) Drug 1: CNC(=O)C1=CC=CC=C1SC2=CC3=C(C=C2)C(=NN3)C=CC4=CC=CC=N4. Drug 2: CCC1(C2=C(COC1=O)C(=O)N3CC4=CC5=C(C=CC(=C5CN(C)C)O)N=C4C3=C2)O.Cl. Cell line: SK-MEL-2. Synergy scores: CSS=5.53, Synergy_ZIP=-0.440, Synergy_Bliss=-0.140, Synergy_Loewe=-4.08, Synergy_HSA=-2.08. (3) Drug 1: CC=C1C(=O)NC(C(=O)OC2CC(=O)NC(C(=O)NC(CSSCCC=C2)C(=O)N1)C(C)C)C(C)C. Drug 2: COC1=C2C(=CC3=C1OC=C3)C=CC(=O)O2. Cell line: SN12C. Synergy scores: CSS=23.0, Synergy_ZIP=4.93, Synergy_Bliss=1.24, Synergy_Loewe=-54.9, Synergy_HSA=-3.06. (4) Drug 1: CCCS(=O)(=O)NC1=C(C(=C(C=C1)F)C(=O)C2=CNC3=C2C=C(C=N3)C4=CC=C(C=C4)Cl)F. Drug 2: C#CCC(CC1=CN=C2C(=N1)C(=NC(=N2)N)N)C3=CC=C(C=C3)C(=O)NC(CCC(=O)O)C(=O)O. Cell line: SK-MEL-5. Synergy scores: CSS=28.8, Synergy_ZIP=1.34, Synergy_Bliss=0.833, Synergy_Loewe=0.343, Synergy_HSA=0.354. (5) Drug 1: CC1=C(C=C(C=C1)NC2=NC=CC(=N2)N(C)C3=CC4=NN(C(=C4C=C3)C)C)S(=O)(=O)N.Cl. Drug 2: CCC1(CC2CC(C3=C(CCN(C2)C1)C4=CC=CC=C4N3)(C5=C(C=C6C(=C5)C78CCN9C7C(C=CC9)(C(C(C8N6C)(C(=O)OC)O)OC(=O)C)CC)OC)C(=O)OC)O.OS(=O)(=O)O. Cell line: SF-268. Synergy scores: CSS=42.6, Synergy_ZIP=9.47, Synergy_Bliss=12.0, Synergy_Loewe=-28.1, Synergy_HSA=9.80. (6) Drug 1: C1C(C(OC1N2C=NC3=C(N=C(N=C32)Cl)N)CO)O. Drug 2: CC1C(C(CC(O1)OC2CC(OC(C2O)C)OC3=CC4=CC5=C(C(=O)C(C(C5)C(C(=O)C(C(C)O)O)OC)OC6CC(C(C(O6)C)O)OC7CC(C(C(O7)C)O)OC8CC(C(C(O8)C)O)(C)O)C(=C4C(=C3C)O)O)O)O. Cell line: UO-31. Synergy scores: CSS=45.2, Synergy_ZIP=-0.0462, Synergy_Bliss=0.377, Synergy_Loewe=-8.82, Synergy_HSA=0.822. (7) Drug 1: CC1C(C(=O)NC(C(=O)N2CCCC2C(=O)N(CC(=O)N(C(C(=O)O1)C(C)C)C)C)C(C)C)NC(=O)C3=C4C(=C(C=C3)C)OC5=C(C(=O)C(=C(C5=N4)C(=O)NC6C(OC(=O)C(N(C(=O)CN(C(=O)C7CCCN7C(=O)C(NC6=O)C(C)C)C)C)C(C)C)C)N)C. Drug 2: C1C(C(OC1N2C=NC3=C2NC=NCC3O)CO)O. Cell line: HCT-15. Synergy scores: CSS=3.97, Synergy_ZIP=-1.87, Synergy_Bliss=-2.16, Synergy_Loewe=-4.87, Synergy_HSA=-3.88. (8) Drug 1: CN1C(=O)N2C=NC(=C2N=N1)C(=O)N. Cell line: IGROV1. Drug 2: CN(C(=O)NC(C=O)C(C(C(CO)O)O)O)N=O. Synergy scores: CSS=-1.00, Synergy_ZIP=0.148, Synergy_Bliss=-0.0953, Synergy_Loewe=-0.908, Synergy_HSA=-0.668. (9) Drug 1: CCC1=C2CN3C(=CC4=C(C3=O)COC(=O)C4(CC)O)C2=NC5=C1C=C(C=C5)O. Drug 2: CN1C2=C(C=C(C=C2)N(CCCl)CCCl)N=C1CCCC(=O)O.Cl. Cell line: SK-MEL-2. Synergy scores: CSS=20.7, Synergy_ZIP=-6.17, Synergy_Bliss=-6.14, Synergy_Loewe=-63.6, Synergy_HSA=-2.41.